Dataset: Peptide-MHC class I binding affinity with 185,985 pairs from IEDB/IMGT. Task: Regression. Given a peptide amino acid sequence and an MHC pseudo amino acid sequence, predict their binding affinity value. This is MHC class I binding data. (1) The peptide sequence is WFGHLASDW. The MHC is HLA-A02:01 with pseudo-sequence HLA-A02:01. The binding affinity (normalized) is 0.0847. (2) The peptide sequence is TIHLATAPK. The MHC is HLA-B07:02 with pseudo-sequence HLA-B07:02. The binding affinity (normalized) is 0.0847.